Dataset: Forward reaction prediction with 1.9M reactions from USPTO patents (1976-2016). Task: Predict the product of the given reaction. Given the reactants [C:1]([O:5][C:6]([N:8]1[CH2:13][CH2:12][C:11](=[O:14])[CH2:10][CH2:9]1)=[O:7])([CH3:4])([CH3:3])[CH3:2].C(O[CH:20](N(C)C)[N:21]([CH3:23])[CH3:22])(C)(C)C, predict the reaction product. The product is: [C:1]([O:5][C:6]([N:8]1[CH2:9][CH2:10][C:11](=[O:14])[C:12](=[CH:20][N:21]([CH3:23])[CH3:22])[CH2:13]1)=[O:7])([CH3:4])([CH3:2])[CH3:3].